From a dataset of Forward reaction prediction with 1.9M reactions from USPTO patents (1976-2016). Predict the product of the given reaction. (1) Given the reactants [CH3:1][C:2]1[C:10]2[O:9][CH2:8][O:7][C:6]=2[CH:5]=[CH:4][C:3]=1[C:11]([OH:13])=O.[CH3:14][C:15]1([CH3:23])[O:20][C:19](=[O:21])[CH2:18][C:17](=[O:22])[O:16]1.CCN=C=NCCCN(C)C.Cl, predict the reaction product. The product is: [CH3:14][C:15]1([CH3:23])[O:20][C:19](=[O:21])[CH:18]([C:11]([C:3]2[CH:4]=[CH:5][C:6]3[O:7][CH2:8][O:9][C:10]=3[C:2]=2[CH3:1])=[O:13])[C:17](=[O:22])[O:16]1. (2) Given the reactants Cl[CH2:2][CH2:3][C:4]([C:6]1[CH:11]=[C:10]([Cl:12])[C:9]([OH:13])=[CH:8][C:7]=1[OH:14])=[O:5].OS(O)(=O)=O, predict the reaction product. The product is: [Cl:12][C:10]1[CH:11]=[C:6]2[C:7](=[CH:8][C:9]=1[OH:13])[O:14][CH2:2][CH2:3][C:4]2=[O:5].